From a dataset of Catalyst prediction with 721,799 reactions and 888 catalyst types from USPTO. Predict which catalyst facilitates the given reaction. Reactant: CCN(C(C)C)C(C)C.[F:10][C:11]1[CH:16]=[CH:15][C:14]([N:17]2[CH2:22][CH2:21][NH:20][C@H:19]([CH3:23])[CH2:18]2)=[CH:13][CH:12]=1.Cl[CH2:25][C:26]1[N:38]=[C:37]2[N:28]([C:29]([NH2:42])=[N:30][C:31]3[C:32]([O:40][CH3:41])=[CH:33][C:34]([F:39])=[CH:35][C:36]=32)[N:27]=1.[I-].[K+]. Product: [F:39][C:34]1[CH:33]=[C:32]([O:40][CH3:41])[C:31]2[N:30]=[C:29]([NH2:42])[N:28]3[N:27]=[C:26]([CH2:25][N:20]4[CH2:21][CH2:22][N:17]([C:14]5[CH:13]=[CH:12][C:11]([F:10])=[CH:16][CH:15]=5)[CH2:18][CH:19]4[CH3:23])[N:38]=[C:37]3[C:36]=2[CH:35]=1. The catalyst class is: 18.